From a dataset of hERG potassium channel inhibition data for cardiac toxicity prediction from Karim et al.. Regression/Classification. Given a drug SMILES string, predict its toxicity properties. Task type varies by dataset: regression for continuous values (e.g., LD50, hERG inhibition percentage) or binary classification for toxic/non-toxic outcomes (e.g., AMES mutagenicity, cardiotoxicity, hepatotoxicity). Dataset: herg_karim. (1) The compound is O=C(NC1CC1)c1ccc(-n2cnc3cc(OC(F)(F)F)ccc32)s1. The result is 1 (blocker). (2) The compound is O=C1OCc2cc(CCN3CCN(C(=O)Cc4ccc(-n5cnnn5)cc4C4CC4)CC3)ccc21. The result is 1 (blocker).